From a dataset of Full USPTO retrosynthesis dataset with 1.9M reactions from patents (1976-2016). Predict the reactants needed to synthesize the given product. (1) Given the product [Cl:1][C:2]1[CH:11]=[C:10]2[C:5]([C:6]([O:12][CH2:13][CH2:14][CH2:15][CH2:16][CH2:24][CH2:23][OH:27])=[CH:7][CH:8]=[N:9]2)=[CH:4][CH:3]=1, predict the reactants needed to synthesize it. The reactants are: [Cl:1][C:2]1[CH:11]=[C:10]2[C:5]([C:6]([O:12][CH2:13][CH2:14][CH2:15][CH2:16]O)=[CH:7][CH:8]=[N:9]2)=[CH:4][CH:3]=1.CCN([CH2:23][CH3:24])CC.CS(Cl)(=O)=[O:27].C(N(CC)C(C)C)(C)C.C(NCC)C. (2) Given the product [O:14]=[C:12]([CH3:13])[CH2:11][O:1][C:2]1[CH:3]=[C:4]([CH:7]=[CH:8][CH:9]=1)[CH:5]=[O:6], predict the reactants needed to synthesize it. The reactants are: [OH:1][C:2]1[CH:3]=[C:4]([CH:7]=[CH:8][CH:9]=1)[CH:5]=[O:6].Br[CH2:11][C:12](=[O:14])[CH3:13].C(=O)([O-])[O-].[K+].[K+]. (3) Given the product [N:42]([CH2:12][CH2:13][CH2:14][N:15]([C:23]1[CH:24]=[CH:25][C:26]([C:29]2[N:34]3[C:35]4[CH:41]=[CH:40][CH:39]=[CH:38][C:36]=4[N:37]=[C:33]3[N:32]=[CH:31][CH:30]=2)=[CH:27][CH:28]=1)[C:16](=[O:17])[O:18][C:19]([CH3:22])([CH3:21])[CH3:20])=[N+:43]=[N-:44], predict the reactants needed to synthesize it. The reactants are: CC1C=CC(S(O[CH2:12][CH2:13][CH2:14][N:15]([C:23]2[CH:28]=[CH:27][C:26]([C:29]3[N:34]4[C:35]5[CH:41]=[CH:40][CH:39]=[CH:38][C:36]=5[N:37]=[C:33]4[N:32]=[CH:31][CH:30]=3)=[CH:25][CH:24]=2)[C:16]([O:18][C:19]([CH3:22])([CH3:21])[CH3:20])=[O:17])(=O)=O)=CC=1.[N-:42]=[N+:43]=[N-:44].[Na+].